From a dataset of Forward reaction prediction with 1.9M reactions from USPTO patents (1976-2016). Predict the product of the given reaction. (1) Given the reactants [Cl:1][C:2]1[CH:3]=[C:4]([CH:7]=[C:8]([O:10][C:11]2[C:16](=[O:17])[N:15]([CH2:18][C:19]3[CH:24]=[C:23]([C:25]4[CH:30]=[CH:29][C:28]([F:31])=[CH:27][CH:26]=4)[C:22](=[O:32])[N:21](C4CCCCO4)[N:20]=3)[CH:14]=[N:13][C:12]=2[C:39]([F:42])([F:41])[F:40])[CH:9]=1)[C:5]#[N:6].C(O)(C(F)(F)F)=O, predict the reaction product. The product is: [Cl:1][C:2]1[CH:3]=[C:4]([CH:7]=[C:8]([O:10][C:11]2[C:16](=[O:17])[N:15]([CH2:18][C:19]3[CH:24]=[C:23]([C:25]4[CH:30]=[CH:29][C:28]([F:31])=[CH:27][CH:26]=4)[C:22](=[O:32])[NH:21][N:20]=3)[CH:14]=[N:13][C:12]=2[C:39]([F:41])([F:42])[F:40])[CH:9]=1)[C:5]#[N:6]. (2) Given the reactants [CH2:1]([O:8][C:9]1[CH:10]=[C:11]2[C:16](=[CH:17][C:18]=1[O:19][CH3:20])[CH:15]([CH2:21]S(C1N(C3C=CC=CC=3)N=NN=1)(=O)=O)[N:14](C(OC(C)(C)C)=O)[CH2:13][CH2:12]2)[C:2]1[CH:7]=[CH:6][CH:5]=[CH:4][CH:3]=1.[CH3:43][O:44][C:45]1[C:50]([CH:51]=O)=[CH:49][CH:48]=[C:47]([O:53][CH3:54])[N:46]=1.C[Si]([N-][Si](C)(C)C)(C)C.[Li+], predict the reaction product. The product is: [CH2:1]([O:8][C:9]1[CH:10]=[C:11]2[C:16](=[CH:17][C:18]=1[O:19][CH3:20])[CH:15](/[CH:21]=[CH:51]/[C:50]1[C:45]([O:44][CH3:43])=[N:46][C:47]([O:53][CH3:54])=[CH:48][CH:49]=1)[NH:14][CH2:13][CH2:12]2)[C:2]1[CH:7]=[CH:6][CH:5]=[CH:4][CH:3]=1. (3) Given the reactants [CH3:1][O:2][C:3]1[CH:4]=[C:5]([C:12]2([C:19]#[N:20])[CH2:17][CH2:16][C:15](=[O:18])[CH2:14][CH2:13]2)[CH:6]=[CH:7][C:8]=1[N+:9]([O-:11])=[O:10].N1CCOCC1.O1CCCC1.C(O[BH-](OC(=O)C)OC(=O)C)(=O)C.[Na+], predict the reaction product. The product is: [OH:18][CH:15]1[CH2:14][CH2:13][C:12]([C:5]2[CH:6]=[CH:7][C:8]([N+:9]([O-:11])=[O:10])=[C:3]([O:2][CH3:1])[CH:4]=2)([C:19]#[N:20])[CH2:17][CH2:16]1. (4) Given the reactants [CH:1]([O:14][C:15]([C:17]1[N:18]2[C@H:21]([S@:22](=[O:27])[CH2:23][C:24]=1[CH2:25]Cl)[C@H:20]([NH:28][C:29](=[O:68])/[C:30](=[N:45]\[O:46][C@@H:47]([CH2:60][C:61]([O:63][C:64]([CH3:67])([CH3:66])[CH3:65])=[O:62])[C:48]([O:50][CH2:51][C:52]1[CH:57]=[CH:56][C:55]([O:58][CH3:59])=[CH:54][CH:53]=1)=[O:49])/[C:31]1[N:32]=[C:33]([NH:37][C:38]([O:40][C:41]([CH3:44])([CH3:43])[CH3:42])=[O:39])[S:34][C:35]=1[Cl:36])[C:19]2=[O:69])=[O:16])([C:8]1[CH:13]=[CH:12][CH:11]=[CH:10][CH:9]=1)[C:2]1[CH:7]=[CH:6][CH:5]=[CH:4][CH:3]=1.[I-:70].[Na+], predict the reaction product. The product is: [CH:1]([O:14][C:15]([C:17]1[N:18]2[C@H:21]([S@:22](=[O:27])[CH2:23][C:24]=1[CH2:25][I:70])[C@H:20]([NH:28][C:29](=[O:68])/[C:30](=[N:45]\[O:46][C@@H:47]([CH2:60][C:61]([O:63][C:64]([CH3:67])([CH3:66])[CH3:65])=[O:62])[C:48]([O:50][CH2:51][C:52]1[CH:57]=[CH:56][C:55]([O:58][CH3:59])=[CH:54][CH:53]=1)=[O:49])/[C:31]1[N:32]=[C:33]([NH:37][C:38]([O:40][C:41]([CH3:44])([CH3:43])[CH3:42])=[O:39])[S:34][C:35]=1[Cl:36])[C:19]2=[O:69])=[O:16])([C:8]1[CH:13]=[CH:12][CH:11]=[CH:10][CH:9]=1)[C:2]1[CH:7]=[CH:6][CH:5]=[CH:4][CH:3]=1. (5) Given the reactants [C:1]([N:4]1[CH2:9][CH2:8][C:7](=O)[CH2:6][CH2:5]1)(=[O:3])[CH3:2].[CH3:11][C:12]1[C:13]2[N:14]([C:18]([CH:21]3[CH2:26][CH2:25][NH:24][CH2:23][CH2:22]3)=[N:19][CH:20]=2)[CH:15]=[CH:16][N:17]=1.C([BH3-])#N.[Na+].C(=O)([O-])O.[Na+].[OH-].[K+], predict the reaction product. The product is: [CH3:11][C:12]1[C:13]2[N:14]([C:18]([CH:21]3[CH2:26][CH2:25][N:24]([CH:7]4[CH2:8][CH2:9][N:4]([C:1](=[O:3])[CH3:2])[CH2:5][CH2:6]4)[CH2:23][CH2:22]3)=[N:19][CH:20]=2)[CH:15]=[CH:16][N:17]=1.